Dataset: Catalyst prediction with 721,799 reactions and 888 catalyst types from USPTO. Task: Predict which catalyst facilitates the given reaction. Reactant: [Br:1][C:2]1[CH:3]=[C:4]2[C:9](=[CH:10][CH:11]=1)[N:8]=[CH:7][C:6]([N:12]1[CH2:17][CH2:16][NH:15][CH2:14][CH2:13]1)=[C:5]2[Cl:18].C(N(CC)CC)C.[C:26](Cl)(=[O:28])[CH3:27]. Product: [Br:1][C:2]1[CH:3]=[C:4]2[C:9](=[CH:10][CH:11]=1)[N:8]=[CH:7][C:6]([N:12]1[CH2:13][CH2:14][N:15]([C:26](=[O:28])[CH3:27])[CH2:16][CH2:17]1)=[C:5]2[Cl:18]. The catalyst class is: 4.